From a dataset of Forward reaction prediction with 1.9M reactions from USPTO patents (1976-2016). Predict the product of the given reaction. (1) Given the reactants [CH3:1][N:2]([CH3:36])[CH2:3][CH2:4][NH:5][C:6]([NH:8][C:9]1[CH:14]=[CH:13][C:12]([C:15]2[N:16]=[C:17]([N:30]3[CH2:35][CH2:34][O:33][CH2:32][CH2:31]3)[C:18]3[N:23]=[N:22][N:21]([CH:24]4[CH2:29][CH2:28][NH:27][CH2:26][CH2:25]4)[C:19]=3[N:20]=2)=[CH:11][CH:10]=1)=[O:7].[Cl:37][C:38]1[CH:45]=[CH:44][C:41]([CH:42]=O)=[C:40]([F:46])[CH:39]=1.[BH-](OC(C)=O)(OC(C)=O)OC(C)=O.[Na+].CC(O)=O, predict the reaction product. The product is: [Cl:37][C:38]1[CH:45]=[CH:44][C:41]([CH2:42][N:27]2[CH2:28][CH2:29][CH:24]([N:21]3[C:19]4[N:20]=[C:15]([C:12]5[CH:11]=[CH:10][C:9]([NH:8][C:6]([NH:5][CH2:4][CH2:3][N:2]([CH3:36])[CH3:1])=[O:7])=[CH:14][CH:13]=5)[N:16]=[C:17]([N:30]5[CH2:35][CH2:34][O:33][CH2:32][CH2:31]5)[C:18]=4[N:23]=[N:22]3)[CH2:25][CH2:26]2)=[C:40]([F:46])[CH:39]=1. (2) Given the reactants [C:1]([NH:5][C:6]([C:8]1[CH:9]=[C:10]([O-:21])[CH:11]=[C:12]([C:14](=[O:20])[NH:15][C:16]([CH3:19])([CH3:18])[CH3:17])[CH:13]=1)=[O:7])([CH3:4])([CH3:3])[CH3:2].[Na+].F[C:24]1[C:29]([F:30])=[C:28]([F:31])[CH:27]=[CH:26][C:25]=1[N+:32]([O-:34])=[O:33], predict the reaction product. The product is: [F:30][C:29]1[C:24]([O:21][C:10]2[CH:9]=[C:8]([C:6](=[O:7])[NH:5][C:1]([CH3:4])([CH3:2])[CH3:3])[CH:13]=[C:12]([C:14](=[O:20])[NH:15][C:16]([CH3:19])([CH3:18])[CH3:17])[CH:11]=2)=[C:25]([N+:32]([O-:34])=[O:33])[CH:26]=[CH:27][C:28]=1[F:31]. (3) Given the reactants [Br:1][C:2]1[N:7]=[C:6]([CH:8]=O)[CH:5]=[CH:4][CH:3]=1.Cl.[CH:11]1([NH:17][C:18]([CH:20]2[CH2:25][CH2:24][NH:23][CH2:22][CH2:21]2)=[O:19])[CH2:16][CH2:15][CH2:14][CH2:13][CH2:12]1, predict the reaction product. The product is: [CH:11]1([NH:17][C:18]([CH:20]2[CH2:21][CH2:22][N:23]([CH2:8][C:6]3[CH:5]=[CH:4][CH:3]=[C:2]([Br:1])[N:7]=3)[CH2:24][CH2:25]2)=[O:19])[CH2:12][CH2:13][CH2:14][CH2:15][CH2:16]1.